This data is from Reaction yield outcomes from USPTO patents with 853,638 reactions. The task is: Predict the reaction yield, written as a fraction of the theoretical maximum amount of product (1.0 means a 100% yield; for example, 0.34 means a 34% yield). (1) The reactants are BrC[C:3]1[N:7]([C:8]2[C:13]([Cl:14])=[CH:12][CH:11]=[CH:10][C:9]=2[Cl:15])[N:6]=[N:5][C:4]=1[C:16]([F:19])([F:18])[F:17].O[C:21]1[CH:26]=[CH:25][C:24]([CH2:27][NH:28][CH2:29][C:30]2[CH:39]=[CH:38][C:33]([C:34]([O:36][CH3:37])=[O:35])=[C:32]([CH3:40])[CH:31]=2)=[C:23](C)[CH:22]=1.[C:42](=[O:45])([O-])[O-].[K+].[K+].[C:48](#N)C. No catalyst specified. The product is [CH3:37][O:36][C:34](=[O:35])[C:33]1[CH:38]=[CH:39][C:30]([CH2:29][N:28]([C:27]2[CH:22]=[CH:21][C:26]([O:45][CH2:42][C:3]3[N:7]([C:8]4[C:9]([Cl:15])=[CH:10][CH:11]=[CH:12][C:13]=4[Cl:14])[N:6]=[N:5][C:4]=3[C:16]([F:18])([F:17])[F:19])=[CH:25][C:24]=2[CH3:23])[CH3:48])=[CH:31][C:32]=1[CH3:40]. The yield is 0.970. (2) The reactants are [NH:1]1[CH2:4][CH:3]([NH:5][C:6]2[CH:7]=[C:8]3[C:17](=[CH:18][C:19]=2[O:20][C:21]2[CH:26]=[CH:25][CH:24]=[CH:23][CH:22]=2)[O:16][CH2:15][C:14]2[N:9]3[CH:10]([CH3:28])[C:11](=[O:27])[NH:12][N:13]=2)[CH2:2]1.[C:29]([OH:35])([C:31]([F:34])([F:33])[F:32])=[O:30]. The catalyst is C(Cl)Cl. The product is [F:32][C:31]([F:34])([F:33])[C:29]([OH:35])=[O:30].[NH:1]1[CH2:2][CH:3]([NH:5][C:6]2[CH:7]=[C:8]3[C:17](=[CH:18][C:19]=2[O:20][C:21]2[CH:26]=[CH:25][CH:24]=[CH:23][CH:22]=2)[O:16][CH2:15][C:14]2[N:9]3[CH:10]([CH3:28])[C:11](=[O:27])[NH:12][N:13]=2)[CH2:4]1. The yield is 0.580.